Task: Predict which catalyst facilitates the given reaction.. Dataset: Catalyst prediction with 721,799 reactions and 888 catalyst types from USPTO (1) Reactant: [CH3:1][O:2][C:3](=[O:34])[C:4]([CH3:33])([CH3:32])[CH2:5][C@@H:6]1[CH2:11][CH2:10][C@@H:9]([O:12]CC2C=CC(OC)=CC=2)[CH2:8][N:7]1[S:22]([C:25]1[CH:30]=[CH:29][C:28]([CH3:31])=[CH:27][CH:26]=1)(=[O:24])=[O:23]. Product: [CH3:1][O:2][C:3](=[O:34])[C:4]([CH3:32])([CH3:33])[CH2:5][C@@H:6]1[CH2:11][CH2:10][C@@H:9]([OH:12])[CH2:8][N:7]1[S:22]([C:25]1[CH:26]=[CH:27][C:28]([CH3:31])=[CH:29][CH:30]=1)(=[O:24])=[O:23]. The catalyst class is: 19. (2) The catalyst class is: 40. Reactant: [NH:1]1[CH2:5][CH2:4][CH2:3][C@H:2]1[CH:6]=[CH:7][C:8]1[CH:9]=[N:10][CH:11]=[CH:12][CH:13]=1.[O:14]=[C:15]([OH:27])[C@@H:16]([C@H:18]([C@H:20]([C@@H:22]([C:24]([OH:26])=[O:25])[OH:23])[OH:21])[OH:19])[OH:17]. Product: [O:14]=[C:15]([OH:27])[C@@H:16]([C@H:18]([C@H:20]([C@@H:22]([C:24]([OH:26])=[O:25])[OH:23])[OH:21])[OH:19])[OH:17].[NH:1]1[CH2:5][CH2:4][CH2:3][C@H:2]1/[CH:6]=[CH:7]/[C:8]1[CH:9]=[N:10][CH:11]=[CH:12][CH:13]=1.[NH:1]1[CH2:5][CH2:4][CH2:3][C@H:2]1/[CH:6]=[CH:7]/[C:8]1[CH:9]=[N:10][CH:11]=[CH:12][CH:13]=1. (3) Reactant: [N:1]1[CH:6]=[CH:5][CH:4]=[CH:3][C:2]=1[CH2:7][N:8]1[CH2:13][CH2:12][NH:11][CH2:10][CH2:9]1.[NH:14]([C:27]([O:29][C:30]([CH3:33])([CH3:32])[CH3:31])=[O:28])[C@@H:15]([C:24](O)=[O:25])[CH2:16][C:17]1[CH:22]=[CH:21][C:20]([Cl:23])=[CH:19][CH:18]=1.CCN=C=NCCCN(C)C.CI.C1C=NC2N(O)N=NC=2C=1. Product: [Cl:23][C:20]1[CH:21]=[CH:22][C:17]([CH2:16][C@@H:15]([NH:14][C:27]([O:29][C:30]([CH3:33])([CH3:32])[CH3:31])=[O:28])[C:24](=[O:25])[N:11]2[CH2:12][CH2:13][N:8]([CH2:7][C:2]3[CH:3]=[CH:4][CH:5]=[CH:6][N:1]=3)[CH2:9][CH2:10]2)=[CH:18][CH:19]=1. The catalyst class is: 3. (4) Reactant: [CH2:1]([O:8][C:9]1[CH:14]=[CH:13][C:12]([CH2:15][CH2:16][C:17]([OH:19])=O)=[CH:11][CH:10]=1)[C:2]1[CH:7]=[CH:6][CH:5]=[CH:4][CH:3]=1.CN(C(ON1N=NC2C=CC=NC1=2)=[N+](C)C)C.F[P-](F)(F)(F)(F)F.CN1CCOCC1.[C:51]([O:55][C:56](=[O:77])[NH:57][C@H:58]([CH2:64][NH:65][C:66]([C:68]1[C:73]([NH2:74])=[N:72][C:71]([NH2:75])=[C:70]([Cl:76])[N:69]=1)=[O:67])[CH2:59][CH2:60][CH2:61][CH2:62][NH2:63])([CH3:54])([CH3:53])[CH3:52]. Product: [C:51]([O:55][C:56](=[O:77])[NH:57][C@H:58]([CH2:64][NH:65][C:66]([C:68]1[C:73]([NH2:74])=[N:72][C:71]([NH2:75])=[C:70]([Cl:76])[N:69]=1)=[O:67])[CH2:59][CH2:60][CH2:61][CH2:62][NH:63][C:17](=[O:19])[CH2:16][CH2:15][C:12]1[CH:11]=[CH:10][C:9]([O:8][CH2:1][C:2]2[CH:3]=[CH:4][CH:5]=[CH:6][CH:7]=2)=[CH:14][CH:13]=1)([CH3:54])([CH3:52])[CH3:53]. The catalyst class is: 3. (5) Reactant: N1C=CC=CC=1.[CH3:7][O:8][C:9]1[CH:10]=[C:11]([CH:13]=[CH:14][CH:15]=1)[NH2:12].[C:16]1([C:22]2[CH:30]=[CH:29][CH:28]=[CH:27][C:23]=2[C:24](Cl)=[O:25])[CH:21]=[CH:20][CH:19]=[CH:18][CH:17]=1.Cl. Product: [CH3:7][O:8][C:9]1[CH:10]=[C:11]([NH:12][C:24]([C:23]2[C:22]([C:16]3[CH:21]=[CH:20][CH:19]=[CH:18][CH:17]=3)=[CH:30][CH:29]=[CH:28][CH:27]=2)=[O:25])[CH:13]=[CH:14][CH:15]=1. The catalyst class is: 4. (6) Reactant: C([O:3][C:4](=[O:35])[CH2:5][C@H:6]([NH:20][C:21]([C:23]1[N:27](CC2C=CC=CC=2)[N:26]=[N:25][N:24]=1)=[O:22])[CH2:7][C:8]1[CH:13]=[CH:12][C:11]([C:14]2[CH:19]=[CH:18][CH:17]=[CH:16][CH:15]=2)=[CH:10][CH:9]=1)C.C(OC(=O)C[C@H](NC(C1N=NN(CC2C=CC=CC=2)N=1)=O)CC1C=CC(C2C=CC=CC=2)=CC=1)C.[Li+].[OH-].Cl. Product: [C:11]1([C:14]2[CH:19]=[CH:18][CH:17]=[CH:16][CH:15]=2)[CH:10]=[CH:9][C:8]([CH2:7][C@@H:6]([NH:20][C:21]([C:23]2[NH:27][N:26]=[N:25][N:24]=2)=[O:22])[CH2:5][C:4]([OH:35])=[O:3])=[CH:13][CH:12]=1. The catalyst class is: 301. (7) Reactant: [F:1][C:2]1[CH:7]=[CH:6][C:5]([O:8][CH3:9])=[CH:4][C:3]=1[C:10]1[CH:15]=[CH:14][C:13]([C:16]([OH:18])=[O:17])=[CH:12][C:11]=1[N:19]1[CH2:24][CH2:23][CH2:22][CH2:21][C:20]1=O.O. Product: [F:1][C:2]1[CH:7]=[CH:6][C:5]([O:8][CH3:9])=[CH:4][C:3]=1[C:10]1[CH:15]=[CH:14][C:13]([C:16]([OH:18])=[O:17])=[CH:12][C:11]=1[N:19]1[CH2:24][CH2:23][CH2:22][CH2:21][CH2:20]1. The catalyst class is: 1. (8) Reactant: [H-].[Na+].[OH:3][CH2:4][C:5]1[O:9][N:8]=[C:7]([C:10]([O:12][CH2:13][CH3:14])=[O:11])[CH:6]=1.[Cl:15][C:16]1[CH:23]=[CH:22][CH:21]=[CH:20][C:17]=1[CH2:18]Br.[Cl-].[NH4+]. Product: [Cl:15][C:16]1[CH:23]=[CH:22][CH:21]=[CH:20][C:17]=1[CH2:18][O:3][CH2:4][C:5]1[O:9][N:8]=[C:7]([C:10]([O:12][CH2:13][CH3:14])=[O:11])[CH:6]=1. The catalyst class is: 9. (9) Product: [CH3:25][O:24][C:20]1[CH:19]=[CH:18][C:17]2[CH:16]=[C:15]3[C:14](=[CH:23][C:22]=2[CH:21]=1)[NH:13][CH:12]=[C:7]([C:6]#[N:8])[C:26]3=[O:28]. The catalyst class is: 7. Reactant: C([Li])CCC.[C:6](#[N:8])[CH3:7].CN(/[CH:12]=[N:13]/[C:14]1[C:15]([C:26]([O:28]C)=O)=[CH:16][C:17]2[C:22]([CH:23]=1)=[CH:21][C:20]([O:24][CH3:25])=[CH:19][CH:18]=2)C.C(O)(=O)C. (10) Reactant: C([O:5][C:6](=O)[C@H:7]([CH3:30])[O:8][C:9]1[C:14]([NH:15][CH:16]2[CH2:21][CH2:20][N:19](C(OC(C)(C)C)=O)[CH2:18][CH2:17]2)=[CH:13][C:12]([F:29])=[CH:11][N:10]=1)(C)(C)C. Product: [F:29][C:12]1[CH:11]=[N:10][C:9]2[O:8][C@@H:7]([CH3:30])[C:6](=[O:5])[N:15]([CH:16]3[CH2:21][CH2:20][NH:19][CH2:18][CH2:17]3)[C:14]=2[CH:13]=1. The catalyst class is: 55.